Dataset: Retrosynthesis with 50K atom-mapped reactions and 10 reaction types from USPTO. Task: Predict the reactants needed to synthesize the given product. (1) Given the product CC(C)(C)OC(=O)Nc1ccc(Nc2ccnn3ccnc23)cc1, predict the reactants needed to synthesize it. The reactants are: CC(C)(C)OC(=O)Nc1ccc(Nc2cc(Cl)nn3ccnc23)cc1. (2) The reactants are: CCOC(=O)CCCn1cc(C(=O)c2ccc(N)c(OCCCN3CCN(c4ccccc4OC)CC3)c2)c2ccccc21.ClC(c1ccccc1)c1ccccc1. Given the product CCOC(=O)CCCn1cc(C(=O)c2ccc(NC(c3ccccc3)c3ccccc3)c(OCCCN3CCN(c4ccccc4OC)CC3)c2)c2ccccc21, predict the reactants needed to synthesize it. (3) Given the product O=S(=O)(c1ccccc1)N1CC(OC(c2ccc(Cl)cc2)c2ccc(Cl)cc2Cl)C1, predict the reactants needed to synthesize it. The reactants are: Clc1ccc(C(OC2CNC2)c2ccc(Cl)cc2Cl)cc1.O=S(=O)(Cl)c1ccccc1. (4) Given the product Nc1cccc2c(Cl)nccc12, predict the reactants needed to synthesize it. The reactants are: O=[N+]([O-])c1cccc2c(Cl)nccc12. (5) Given the product C=C(C)COc1cc2c(c(C)c1C)N(C=O)CC2, predict the reactants needed to synthesize it. The reactants are: C=C(C)CCl.Cc1c(O)cc2c(c1C)N(C=O)CC2. (6) Given the product CCc1cccn1Cc1ccc(-c2ccccc2C2CCCNC2)cc1, predict the reactants needed to synthesize it. The reactants are: CCc1cccn1Cc1ccc(-c2ccccc2-c2cccnc2)cc1. (7) Given the product COc1cc(-c2cnc3[nH]cc(C(=O)C(C)(C)CCCC#N)c3n2)cc(OC)c1OC, predict the reactants needed to synthesize it. The reactants are: CC(C)(CCCC#N)C(=O)c1c[nH]c2ncc(Br)nc12.COc1cc(B(O)O)cc(OC)c1OC. (8) Given the product COC(=O)C[C@H](O)CBr, predict the reactants needed to synthesize it. The reactants are: COC(=O)CC(=O)CBr.